Predict the product of the given reaction. From a dataset of Forward reaction prediction with 1.9M reactions from USPTO patents (1976-2016). (1) The product is: [CH2:1]([N:8]1[CH2:13][CH2:12][N:11]([C:14]2[C:23]3[C:18](=[CH:19][CH:20]=[C:21]([C:37]([C:34]4[CH:35]=[CH:36][C:31]([Cl:30])=[CH:32][CH:33]=4)([C:39]4[CH:40]=[CH:41][C:42]([Cl:45])=[CH:43][CH:44]=4)[OH:38])[CH:22]=3)[N:17]=[N:16][CH:15]=2)[CH2:10][CH2:9]1)[C:2]1[CH:7]=[CH:6][CH:5]=[CH:4][CH:3]=1. Given the reactants [CH2:1]([N:8]1[CH2:13][CH2:12][N:11]([C:14]2[C:23]3[C:18](=[CH:19][CH:20]=[C:21](Br)[CH:22]=3)[N:17]=[N:16][CH:15]=2)[CH2:10][CH2:9]1)[C:2]1[CH:7]=[CH:6][CH:5]=[CH:4][CH:3]=1.[Li]CCCC.[Cl:30][C:31]1[CH:36]=[CH:35][C:34]([C:37]([C:39]2[CH:44]=[CH:43][C:42]([Cl:45])=[CH:41][CH:40]=2)=[O:38])=[CH:33][CH:32]=1, predict the reaction product. (2) The product is: [CH3:34][C:30]1([CH3:35])[CH2:29][CH2:28][C:27]([CH3:36])([CH3:37])[C:26]2[CH:25]=[C:24]([C:22]3[N:23]=[C:19]([N:16]4[CH2:17][CH2:18][CH:13]([NH:12][C@@H:11]5[CH2:10][CH2:9][CH2:8][C@@H:6]([OH:7])[C@H:5]5[OH:4])[CH2:14][CH2:15]4)[S:20][CH:21]=3)[CH:33]=[CH:32][C:31]1=2. Given the reactants Cl.CC1(C)[O:7][C@@H:6]2[CH2:8][CH2:9][CH2:10][C@@H:11]([NH:12][CH:13]3[CH2:18][CH2:17][N:16]([C:19]4[S:20][CH:21]=[C:22]([C:24]5[CH:33]=[CH:32][C:31]6[C:30]([CH3:35])([CH3:34])[CH2:29][CH2:28][C:27]([CH3:37])([CH3:36])[C:26]=6[CH:25]=5)[N:23]=4)[CH2:15][CH2:14]3)[C@@H:5]2[O:4]1, predict the reaction product. (3) Given the reactants [CH3:1][C:2]1[C:7]([C:8]([O:10]CC)=[O:9])=[CH:6][N:5]=[CH:4][N:3]=1.[OH-].[Na+].Cl, predict the reaction product. The product is: [CH3:1][C:2]1[C:7]([C:8]([OH:10])=[O:9])=[CH:6][N:5]=[CH:4][N:3]=1. (4) Given the reactants C([O:4][CH2:5][CH2:6][CH2:7][S:8]([NH:11][C:12]([C:14]1[CH:19]=[CH:18][C:17]([B:20]([OH:22])[OH:21])=[CH:16][C:15]=1[CH:23]1[CH2:27][CH2:26][CH2:25][CH2:24]1)=[O:13])(=[O:10])=[O:9])(=O)C, predict the reaction product. The product is: [CH:23]1([C:15]2[CH:16]=[C:17]([B:20]([OH:21])[OH:22])[CH:18]=[CH:19][C:14]=2[C:12]([NH:11][S:8]([CH2:7][CH2:6][CH2:5][OH:4])(=[O:10])=[O:9])=[O:13])[CH2:24][CH2:25][CH2:26][CH2:27]1. (5) Given the reactants C([O:8][C:9]1[CH:10]=[C:11]2[C:20](=[CH:21][CH:22]=1)[C:14]1([O:19][CH2:18][CH2:17][NH:16][CH2:15]1)[CH2:13][CH2:12]2)C1C=CC=CC=1, predict the reaction product. The product is: [NH:16]1[CH2:17][CH2:18][O:19][C:14]2([C:20]3[C:11](=[CH:10][C:9]([OH:8])=[CH:22][CH:21]=3)[CH2:12][CH2:13]2)[CH2:15]1. (6) The product is: [NH2:1][C:4]([C:7]1[CH:8]=[CH:9][C:10]2[C:14]([CH3:16])([CH3:15])[O:13][B:12]([OH:17])[C:11]=2[CH:18]=1)([CH3:6])[CH3:5]. Given the reactants [N:1]([C:4]([C:7]1[CH:8]=[CH:9][C:10]2[C:14]([CH3:16])([CH3:15])[O:13][B:12]([OH:17])[C:11]=2[CH:18]=1)([CH3:6])[CH3:5])=[N+]=[N-], predict the reaction product. (7) Given the reactants [N+]([O-])([O-])=O.[Ce+4].[NH4+].[N+]([O-])([O-])=O.[N+]([O-])([O-])=O.[N+]([O-])([O-])=O.[N+]([O-])([O-])=O.[Cl:23][C:24]1[CH:29]=[CH:28][C:27]([Cl:30])=[CH:26][C:25]=1[CH:31]1[CH2:36][C:35](=[O:37])[N:34]([CH2:38][C:39]([NH:41][C:42]2[CH:47]=[CH:46][C:45]([C:48]3[NH:52][N:51]=[N:50][N:49]=3)=[CH:44][CH:43]=2)=[O:40])[C:33]2[CH2:53][CH2:54][C:55](=[O:56])[C:32]1=2, predict the reaction product. The product is: [Cl:23][C:24]1[CH:29]=[CH:28][C:27]([Cl:30])=[CH:26][C:25]=1[C:31]1[C:32]2[C:55](=[O:56])[CH2:54][CH2:53][C:33]=2[N:34]([CH2:38][C:39]([NH:41][C:42]2[CH:47]=[CH:46][C:45]([C:48]3[NH:52][N:51]=[N:50][N:49]=3)=[CH:44][CH:43]=2)=[O:40])[C:35](=[O:37])[CH:36]=1. (8) Given the reactants Cl[C:2]1[C:11]2[C:6](=[CH:7][CH:8]=[C:9]([N+:12]([O-:14])=[O:13])[CH:10]=2)[N:5]=[CH:4][CH:3]=1.[CH3:15][N:16](C=O)C, predict the reaction product. The product is: [N+:12]([C:9]1[CH:10]=[C:11]2[C:6](=[CH:7][CH:8]=1)[N:5]=[CH:4][CH:3]=[C:2]2[C:15]#[N:16])([O-:14])=[O:13]. (9) Given the reactants Br[C:2]1[CH:19]=[CH:18][C:5]([O:6][CH2:7][CH:8]([OH:17])[CH2:9][CH2:10][C:11]2[CH:16]=[CH:15][N:14]=[CH:13][CH:12]=2)=[CH:4][CH:3]=1.[F:20][C:21]1[CH:26]=[CH:25][C:24]([N+:27]([O-:29])=[O:28])=[CH:23][C:22]=1B(O)O.C1(C)C=CC=CC=1.C(=O)([O-])[O-].[Na+].[Na+], predict the reaction product. The product is: [F:20][C:21]1[CH:26]=[CH:25][C:24]([N+:27]([O-:29])=[O:28])=[CH:23][C:22]=1[C:2]1[CH:19]=[CH:18][C:5]([O:6][CH2:7][CH:8]([OH:17])[CH2:9][CH2:10][C:11]2[CH:16]=[CH:15][N:14]=[CH:13][CH:12]=2)=[CH:4][CH:3]=1.